Dataset: TCR-epitope binding with 47,182 pairs between 192 epitopes and 23,139 TCRs. Task: Binary Classification. Given a T-cell receptor sequence (or CDR3 region) and an epitope sequence, predict whether binding occurs between them. (1) The epitope is VLWAHGFEL. The TCR CDR3 sequence is CASSFGQGNTGELFF. Result: 1 (the TCR binds to the epitope). (2) The epitope is TSDLATNNLVVMAY. The TCR CDR3 sequence is CASSYGLSGNTIYF. Result: 1 (the TCR binds to the epitope). (3) The epitope is MLNIPSINV. The TCR CDR3 sequence is CASSSFQENYGYTF. Result: 0 (the TCR does not bind to the epitope). (4) The epitope is VLWAHGFEL. The TCR CDR3 sequence is CASTQANEAFF. Result: 1 (the TCR binds to the epitope). (5) The epitope is SLFNTVATLY. The TCR CDR3 sequence is CASSSLAGGGYNEQFF. Result: 0 (the TCR does not bind to the epitope). (6) The epitope is AYILFTRFFYV. The TCR CDR3 sequence is CSVVTDGNTIYF. Result: 1 (the TCR binds to the epitope).